From a dataset of Forward reaction prediction with 1.9M reactions from USPTO patents (1976-2016). Predict the product of the given reaction. Given the reactants S(Cl)([Cl:3])=O.[Br:5][C:6]1[S:7][CH:8]=[CH:9][C:10]=1[C:11]([OH:13])=O, predict the reaction product. The product is: [Br:5][C:6]1[S:7][CH:8]=[CH:9][C:10]=1[C:11]([Cl:3])=[O:13].